This data is from Forward reaction prediction with 1.9M reactions from USPTO patents (1976-2016). The task is: Predict the product of the given reaction. (1) The product is: [C:1]([C:5]1[N:6]=[C:7]([N:16]2[CH2:20][CH2:19][C:18]([F:21])([F:22])[CH2:17]2)[C:8]2[N:13]=[N:12][N:11]([CH2:14][C:15]3[CH:48]=[CH:49][CH:50]=[CH:45][C:46]=3[S:51]([CH3:54])(=[O:53])=[O:52])[C:9]=2[N:10]=1)([CH3:2])([CH3:3])[CH3:4]. Given the reactants [C:1]([C:5]1[N:6]=[C:7]([N:16]2[CH2:20][CH2:19][C:18]([F:22])([F:21])[CH2:17]2)[C:8]2[N:13]=[N:12][N:11]([CH2:14][CH3:15])[C:9]=2[N:10]=1)([CH3:4])([CH3:3])[CH3:2].C(C1N=C(N2CCC(F)(F)C2)C2N=NNC=2N=1)(C)(C)C.BrC[C:45]1[CH:50]=[CH:49][CH:48]=C[C:46]=1[S:51]([CH3:54])(=[O:53])=[O:52], predict the reaction product. (2) Given the reactants [F:1][C:2]1[CH:11]=[CH:10][C:9]([OH:12])=[CH:8][C:3]=1[C:4]([O:6]C)=[O:5].O[Li].O, predict the reaction product. The product is: [F:1][C:2]1[CH:11]=[CH:10][C:9]([OH:12])=[CH:8][C:3]=1[C:4]([OH:6])=[O:5]. (3) Given the reactants C(OC(=O)[NH:7][C@H:8]1[CH2:13][CH2:12][C@@H:11]([N:14]2[CH2:19][CH2:18][O:17][CH2:16][CH2:15]2)[CH2:10][CH2:9]1)(C)(C)C.[F:21][C:22]([F:27])([F:26])[C:23]([OH:25])=[O:24], predict the reaction product. The product is: [F:21][C:22]([F:27])([F:26])[C:23]([OH:25])=[O:24].[F:21][C:22]([F:27])([F:26])[C:23]([OH:25])=[O:24].[O:17]1[CH2:16][CH2:15][N:14]([C@@H:11]2[CH2:10][CH2:9][C@H:8]([NH2:7])[CH2:13][CH2:12]2)[CH2:19][CH2:18]1.